Dataset: Forward reaction prediction with 1.9M reactions from USPTO patents (1976-2016). Task: Predict the product of the given reaction. (1) The product is: [F:13][C:12]1[C:6]2[CH2:5][O:4][CH:3]([CH2:2][N:18]3[CH2:23][CH2:22][CH2:21][CH2:20][CH2:19]3)[O:8][C:7]=2[CH:9]=[C:10]([S:14]([CH3:17])(=[O:16])=[O:15])[CH:11]=1. Given the reactants Br[CH2:2][CH:3]1[O:8][C:7]2[CH:9]=[C:10]([S:14]([CH3:17])(=[O:16])=[O:15])[CH:11]=[C:12]([F:13])[C:6]=2[CH2:5][O:4]1.[NH:18]1[CH2:23][CH2:22][CH2:21][CH2:20][CH2:19]1, predict the reaction product. (2) Given the reactants N#N.[CH3:3][O:4][CH2:5][C:6]1[O:10][C:9]([CH2:11][N:12]2[N:16]=[C:15]([N+:17]([O-])=O)[CH:14]=[N:13]2)=[CH:8][CH:7]=1.[NH4+].[Cl-], predict the reaction product. The product is: [CH3:3][O:4][CH2:5][C:6]1[O:10][C:9]([CH2:11][N:12]2[N:16]=[C:15]([NH2:17])[CH:14]=[N:13]2)=[CH:8][CH:7]=1. (3) Given the reactants [O:1]=[C:2]1[C:11]2[C:6](=[CH:7][CH:8]=[C:9]([C:12]([O:14][CH3:15])=[O:13])[CH:10]=2)[NH:5][CH:4]=[CH:3]1.C(O)(=O)C.[I:20]N1C(=O)CCC1=O, predict the reaction product. The product is: [I:20][C:3]1[C:2](=[O:1])[C:11]2[C:6](=[CH:7][CH:8]=[C:9]([C:12]([O:14][CH3:15])=[O:13])[CH:10]=2)[NH:5][CH:4]=1.